This data is from TCR-epitope binding with 47,182 pairs between 192 epitopes and 23,139 TCRs. The task is: Binary Classification. Given a T-cell receptor sequence (or CDR3 region) and an epitope sequence, predict whether binding occurs between them. (1) The epitope is SLVKPSFYV. The TCR CDR3 sequence is CASSQDQEPYNEQFF. Result: 0 (the TCR does not bind to the epitope). (2) The epitope is FLLNKEMYL. The TCR CDR3 sequence is CASSELGNEQYF. Result: 1 (the TCR binds to the epitope). (3) The epitope is LPAADLDDF. The TCR CDR3 sequence is CASSMTGNYGYTF. Result: 0 (the TCR does not bind to the epitope). (4) The epitope is NLVPMVATV. The TCR CDR3 sequence is CASRSWTGEADTQYF. Result: 1 (the TCR binds to the epitope). (5) The epitope is TLDSKTQSL. The TCR CDR3 sequence is CASSQAPRGWDEQYF. Result: 0 (the TCR does not bind to the epitope). (6) The epitope is FVDGVPFVV. The TCR CDR3 sequence is CASRKHYGYTF. Result: 1 (the TCR binds to the epitope). (7) The epitope is FVDGVPFVV. The TCR CDR3 sequence is CASSPVMNTEAFF. Result: 1 (the TCR binds to the epitope). (8) Result: 0 (the TCR does not bind to the epitope). The epitope is FVRATATIPI. The TCR CDR3 sequence is CASSFKGQNTEAFF. (9) The epitope is KRWIIMGLNK. The TCR CDR3 sequence is CASSPTNLNEQFF. Result: 1 (the TCR binds to the epitope).